This data is from Full USPTO retrosynthesis dataset with 1.9M reactions from patents (1976-2016). The task is: Predict the reactants needed to synthesize the given product. (1) Given the product [C:12]1([C:10]2[N:2]=[C:3]3[CH2:7][CH2:6][CH2:5][N:4]3[CH:9]=2)[CH:17]=[CH:16][CH:15]=[CH:14][CH:13]=1, predict the reactants needed to synthesize it. The reactants are: Cl.[NH:2]=[C:3]1[CH2:7][CH2:6][CH2:5][NH:4]1.Br[CH2:9][C:10]([C:12]1[CH:17]=[CH:16][CH:15]=[CH:14][CH:13]=1)=O.C([O-])([O-])=O.[Na+].[Na+].O. (2) Given the product [C:1]([C:5]1[N:10]=[C:9]([N:11]2[CH2:16][CH2:15][N:14]([CH2:17][CH2:18][CH2:19][CH2:20][NH:21][C:31]([N:33]3[CH2:34][CH2:35][CH:45]([C:42]4[CH:43]=[CH:44][C:39]([Cl:38])=[CH:40][CH:41]=4)[CH2:46][CH2:37]3)=[O:32])[CH2:13][CH2:12]2)[CH:8]=[C:7]([C:22]([F:24])([F:25])[F:23])[N:6]=1)([CH3:4])([CH3:2])[CH3:3], predict the reactants needed to synthesize it. The reactants are: [C:1]([C:5]1[N:10]=[C:9]([N:11]2[CH2:16][CH2:15][N:14]([CH2:17][CH2:18][CH2:19][CH2:20][NH2:21])[CH2:13][CH2:12]2)[CH:8]=[C:7]([C:22]([F:25])([F:24])[F:23])[N:6]=1)([CH3:4])([CH3:3])[CH3:2].C1N=CN([C:31]([N:33]2[CH:37]=N[CH:35]=[CH:34]2)=[O:32])C=1.[Cl:38][C:39]1[CH:44]=[CH:43][C:42]([CH:45]2CCNC[CH2:46]2)=[CH:41][CH:40]=1. (3) Given the product [CH2:1]([N:8]1[CH2:26][CH2:25][C:11]2[N:12]=[CH:13][N:14]=[C:15]([NH:16][CH2:17][C:18]3[CH:19]=[N:20][C:21]([O:28][CH3:27])=[CH:22][CH:23]=3)[C:10]=2[CH2:9]1)[C:2]1[CH:7]=[CH:6][CH:5]=[CH:4][CH:3]=1, predict the reactants needed to synthesize it. The reactants are: [CH2:1]([N:8]1[CH2:26][CH2:25][C:11]2[N:12]=[CH:13][N:14]=[C:15]([NH:16][CH2:17][C:18]3[CH:19]=[N:20][C:21](Cl)=[CH:22][CH:23]=3)[C:10]=2[CH2:9]1)[C:2]1[CH:7]=[CH:6][CH:5]=[CH:4][CH:3]=1.[CH3:27][O-:28].[Na+]. (4) Given the product [OH:24][CH:16]([CH2:17][N:18]1[CH2:23][CH2:22][O:21][CH2:20][CH2:19]1)[CH2:15][N:14]1[CH2:13][CH2:12][CH2:11][C:10]2[NH:9][CH:8]=[C:7]([CH3:32])[C:6]=2[C:4]1=[O:3], predict the reactants needed to synthesize it. The reactants are: C([O:3][C:4]([C:6]1[C:7]([CH3:32])=[C:8](C(OC(C)(C)C)=O)[NH:9][C:10]=1[CH2:11][CH2:12][CH2:13][NH:14][CH2:15][CH:16]([OH:24])[CH2:17][N:18]1[CH2:23][CH2:22][O:21][CH2:20][CH2:19]1)=O)C.C[Al](C)C.